This data is from M1 muscarinic receptor agonist screen with 61,833 compounds. The task is: Binary Classification. Given a drug SMILES string, predict its activity (active/inactive) in a high-throughput screening assay against a specified biological target. (1) The compound is S(CC(=O)c1ccccc1)c1oc(nn1)COc1cc(cc(c1)C)C. The result is 0 (inactive). (2) The drug is O(C(=O)c1cc2nccnc2cc1)c1ccccc1. The result is 0 (inactive). (3) The drug is Clc1cc(C2C3=C(NC(=O)C2)CCCC3=O)ccc1OCC. The result is 0 (inactive). (4) The compound is Brc1c(C2C3=C(NC(=C2C(OCCOC(C)C)=O)C)CCCC3=O)cc2OCOc2c1. The result is 0 (inactive). (5) The molecule is S(c1nc2c(cc3OCCOc3c2)cc1C)CC(OC)=O. The result is 0 (inactive). (6) The compound is OC(CN1C(=O)C(NC1=O)(C)C)Cn1nc(cc1C)C. The result is 0 (inactive).